From a dataset of Forward reaction prediction with 1.9M reactions from USPTO patents (1976-2016). Predict the product of the given reaction. (1) The product is: [C:21]([Si:25]([CH3:46])([CH3:45])[O:26][C:27]([C:30]1[NH:31][C:32]2[C:37]([C:38]=1[S:11][C:12]1[CH:17]=[CH:16][CH:15]=[C:14]([N+:18]([O-:20])=[O:19])[CH:13]=1)=[CH:36][C:35]([C:39]#[N:40])=[C:34]([C:41]([F:43])([F:44])[F:42])[CH:33]=2)([CH3:29])[CH3:28])([CH3:24])([CH3:22])[CH3:23]. Given the reactants [N+:18]([C:14]1[CH:13]=[C:12]([S:11][S:11][C:12]2[CH:17]=[CH:16][CH:15]=[C:14]([N+:18]([O-:20])=[O:19])[CH:13]=2)[CH:17]=[CH:16][CH:15]=1)([O-:20])=[O:19].[C:21]([Si:25]([CH3:46])([CH3:45])[O:26][C:27]([C:30]1[NH:31][C:32]2[C:37]([CH:38]=1)=[CH:36][C:35]([C:39]#[N:40])=[C:34]([C:41]([F:44])([F:43])[F:42])[CH:33]=2)([CH3:29])[CH3:28])([CH3:24])([CH3:23])[CH3:22], predict the reaction product. (2) Given the reactants [CH3:1][C:2]1[C:6]2[C:7](=[O:20])[N:8]([CH2:12][CH2:13][N:14]3[CH2:19][CH2:18][O:17][CH2:16][CH2:15]3)[CH2:9][CH2:10][CH2:11][C:5]=2[NH:4][C:3]=1[CH:21]=O.[F:23][C:24]1[C:29]([F:30])=[CH:28][CH:27]=[CH:26][C:25]=1[C:31]1[CH:39]=[CH:38][CH:37]=[C:36]2[C:32]=1[CH2:33][C:34](=[O:40])[NH:35]2, predict the reaction product. The product is: [F:23][C:24]1[C:29]([F:30])=[CH:28][CH:27]=[CH:26][C:25]=1[C:31]1[CH:39]=[CH:38][CH:37]=[C:36]2[C:32]=1[C:33](=[CH:21][C:3]1[NH:4][C:5]3[CH2:11][CH2:10][CH2:9][N:8]([CH2:12][CH2:13][N:14]4[CH2:15][CH2:16][O:17][CH2:18][CH2:19]4)[C:7](=[O:20])[C:6]=3[C:2]=1[CH3:1])[C:34](=[O:40])[NH:35]2. (3) The product is: [F:35][C:7]([F:6])([F:34])[C:8]([N:10]1[C:15]2[CH:16]=[CH:17][CH:18]=[C:19]([CH2:20][OH:21])[C:14]=2[O:13][C:12]([C:28]2[CH:29]=[CH:30][CH:31]=[CH:32][CH:33]=2)=[CH:11]1)=[O:9]. Given the reactants NCC(O)=O.[F:6][C:7]([F:35])([F:34])[C:8]([N:10]1[C:15]2[CH:16]=[CH:17][CH:18]=[C:19]([CH2:20][O:21]C(=O)C(F)(F)F)[C:14]=2[O:13][C:12]([C:28]2[CH:33]=[CH:32][CH:31]=[CH:30][CH:29]=2)=[CH:11]1)=[O:9].O, predict the reaction product. (4) Given the reactants Cl.[NH2:2][C:3]1[NH:7][CH:6]=[N:5][C:4]=1[C:8]([NH2:10])=[O:9].[CH3:11][O:12][C:13]([CH3:17])([CH3:16])[CH:14]=O.C(O)(=O)C.[BH3-]C#N.[Na+], predict the reaction product. The product is: [CH3:11][O:12][C:13]([CH3:17])([CH3:16])[CH2:14][NH:2][C:3]1[N:7]=[CH:6][NH:5][C:4]=1[C:8]([NH2:10])=[O:9].